This data is from Catalyst prediction with 721,799 reactions and 888 catalyst types from USPTO. The task is: Predict which catalyst facilitates the given reaction. (1) Reactant: [CH:1]1([OH:7])[CH2:6][CH2:5][CH2:4][CH2:3][CH2:2]1.[CH3:8][S:9](Cl)(=[O:11])=[O:10].C(N(CC)CC)C. Product: [CH:1]1([O:7][S:9]([CH3:8])(=[O:11])=[O:10])[CH2:6][CH2:5][CH2:4][CH2:3][CH2:2]1. The catalyst class is: 2. (2) Reactant: [C:1]([O:5][C:6]([N:8]1[C:16]2[C:11](=[CH:12][CH:13]=[C:14]([F:17])[CH:15]=2)[C:10]([C:18]2[CH:27]=[CH:26][C:21]3[NH:22][C:23](=[O:25])[O:24][C:20]=3[CH:19]=2)=[CH:9]1)=[O:7])([CH3:4])([CH3:3])[CH3:2].[C:28]([O:32][C:33]([N:35]1[CH2:40][CH2:39][CH:38](O)[CH2:37][CH2:36]1)=[O:34])([CH3:31])([CH3:30])[CH3:29].C1C=CC(P(C2C=CC=CC=2)C2C=CC=CC=2)=CC=1.CC(OC(/N=N/C(OC(C)C)=O)=O)C. Product: [C:28]([O:32][C:33]([N:35]1[CH2:40][CH2:39][CH:38]([N:22]2[C:21]3[CH:26]=[CH:27][C:18]([C:10]4[C:11]5[C:16](=[CH:15][C:14]([F:17])=[CH:13][CH:12]=5)[N:8]([C:6]([O:5][C:1]([CH3:4])([CH3:2])[CH3:3])=[O:7])[CH:9]=4)=[CH:19][C:20]=3[O:24][C:23]2=[O:25])[CH2:37][CH2:36]1)=[O:34])([CH3:31])([CH3:29])[CH3:30]. The catalyst class is: 49. (3) Reactant: [CH3:1][O:2][C:3]([C:5]1[CH:10]=[C:9]([C:11]([OH:13])=O)[N:8]=[CH:7][N:6]=1)=[O:4].[CH3:14][O:15][C:16]1[CH:17]=[C:18]([CH:21]=[CH:22][CH:23]=1)[CH2:19][NH2:20].ON1C2N=CC=CC=2N=N1.CN1CCOCC1. Product: [CH3:1][O:2][C:3]([C:5]1[CH:10]=[C:9]([C:11](=[O:13])[NH:20][CH2:19][C:18]2[CH:21]=[CH:22][CH:23]=[C:16]([O:15][CH3:14])[CH:17]=2)[N:8]=[CH:7][N:6]=1)=[O:4]. The catalyst class is: 9. (4) Reactant: [Cl:1][C:2]1[CH:3]=[C:4]([C:12]2[O:16][N:15]=[C:14]([C:17]3[CH:18]=[CH:19][CH:20]=[C:21]4[C:25]=3[NH:24][CH:23]=[C:22]4[CH:26]=O)[N:13]=2)[CH:5]=[CH:6][C:7]=1[O:8][CH:9]([CH3:11])[CH3:10].[NH2:28][C@@H:29]([C:31]([O:33]C)=[O:32])[CH3:30].[BH-](OC(C)=O)(OC(C)=O)O[C:37](C)=O.[Na+].C=O. Product: [Cl:1][C:2]1[CH:3]=[C:4]([C:12]2[O:16][N:15]=[C:14]([C:17]3[CH:18]=[CH:19][CH:20]=[C:21]4[C:25]=3[NH:24][CH:23]=[C:22]4[CH2:26][N:28]([CH3:37])[C@@H:29]([C:31]([OH:33])=[O:32])[CH3:30])[N:13]=2)[CH:5]=[CH:6][C:7]=1[O:8][CH:9]([CH3:11])[CH3:10]. The catalyst class is: 322. (5) Reactant: [Cl:1][C:2]1[CH:3]=[C:4]([CH:27]=[C:28]([CH2:30][CH2:31][OH:32])[CH:29]=1)[CH2:5][N:6]1[CH2:26][CH2:25][C:9]2([O:14][CH2:13][CH2:12][N:11]([C:15]([C:17]3[N:18]=[C:19]([CH:22]([CH3:24])[CH3:23])[S:20][CH:21]=3)=[O:16])[CH2:10]2)[CH2:8][CH2:7]1.FC(F)(F)C(O)=O.CC(OI1(OC(C)=O)(OC(C)=O)OC(=O)C2C=CC=CC1=2)=O. Product: [Cl:1][C:2]1[CH:29]=[C:28]([CH2:30][CH:31]=[O:32])[CH:27]=[C:4]([CH2:5][N:6]2[CH2:26][CH2:25][C:9]3([O:14][CH2:13][CH2:12][N:11]([C:15]([C:17]4[N:18]=[C:19]([CH:22]([CH3:23])[CH3:24])[S:20][CH:21]=4)=[O:16])[CH2:10]3)[CH2:8][CH2:7]2)[CH:3]=1. The catalyst class is: 2. (6) Reactant: [OH:1][CH:2]([CH2:35][OH:36])[CH2:3][NH:4][C:5]1[C:33]([CH3:34])=[CH:32][C:8]2[N:9]=[C:10]3[C:15]([N:16]([CH2:17][CH2:18][CH2:19][CH2:20][CH2:21][CH2:22][C:23]([O:25]C(C)(C)C)=[O:24])[C:7]=2[CH:6]=1)=[N:14][C:13](=[O:30])[NH:12][C:11]3=[O:31]. Product: [OH:1][CH:2]([CH2:35][OH:36])[CH2:3][NH:4][C:5]1[C:33]([CH3:34])=[CH:32][C:8]2[N:9]=[C:10]3[C:15]([N:16]([CH2:17][CH2:18][CH2:19][CH2:20][CH2:21][CH2:22][C:23]([OH:25])=[O:24])[C:7]=2[CH:6]=1)=[N:14][C:13](=[O:30])[NH:12][C:11]3=[O:31]. The catalyst class is: 33.